This data is from Drug-target binding data from BindingDB using IC50 measurements. The task is: Regression. Given a target protein amino acid sequence and a drug SMILES string, predict the binding affinity score between them. We predict pIC50 (pIC50 = -log10(IC50 in M); higher means more potent). Dataset: bindingdb_ic50. (1) The drug is CC(C)(C)OC(=O)[C@H](Cc1ccccc1)NC(=O)[C@H](Cc1ccccc1)NC(=O)[C@@H]1CCCN1C(=O)[C@@H](N)Cc1ccc(O)cc1. The target protein sequence is MDSGAVPGNASDCTDPFAQSTCSPAPSPGSWTNLSHLDGNLSDPCGPNRTDLVGSDSLCPPTGSPSMITAITIMALYSIVCVVGLFGNFLVMYVIVRYTKMKTATNIYIFNLALADALATSTLPFQSVNYLMGTWPFGTILCKIVISIDYYNMFTSIFTLCTMSVDRYIAVCHPVKALDFRTPRNAKIVNVCNWILSSAIGLPVMFMATTKYRNGSIDCTLTFSHPTWYWENLLKICVFIFAFIMPVLIITVCYGLMILRLKSVRMLSGSKEKDRNLRRITRMVLVVVAVFIVCWTPIHIYVIIKALITIPETTFQTVSWHFCIALGYTNSCLNPVLYAFLDENFKRCFREFCIPTSSTIEQQNSTRIRQNTRDHPSTANTVDRTNHQLENLEAETAPLP. The pIC50 is 5.5. (2) The drug is C[S+](C)CC(=O)NCC(=O)N1CCN(C(=O)OCC23CC4CC(CC(C4)C2)C3)CC1. The target protein (O95932) has sequence MAGIRVTKVDWQRSRNGAAHHTQEYPCPELVVRRGQSFSLTLELSRALDCEEILIFTMETGPRASEALHTKAVFQTSELERGEGWTAAREAQMEKTLTVSLASPPSAVIGRYLLSIRLSSHRKHSNRRLGEFVLLFNPWCAEDDVFLASEEERQEYVLSDSGIIFRGVEKHIRAQGWNYGQFEEDILNICLSILDRSPGHQNNPATDVSCRHNPIYVTRVISAMVNSNNDRGVVQGQWQGKYGGGTSPLHWRGSVAILQKWLKGRYKPVKYGQCWVFAGVLCTVLRCLGIATRVVSNFNSAHDTDQNLSVDKYVDSFGRTLEDLTEDSMWNFHVWNESWFARQDLGPSYNGWQVLDATPQEESEGVFRCGPASVTAIREGDVHLAHDGPFVFAEVNADYITWLWHEDESRERVYSNTKKIGRCISTKAVGSDSRVDITDLYKYPEGSRKERQVYSKAVNRLFGVEASGRRIWIRRAGGRCLWRDDLLEPATKPSIAGKFK.... The pIC50 is 5.0. (3) The drug is C=C[C@@H]1C[C@]1(NC(=O)[C@@H]1CN(c2cccc(-c3ccccc3)c2)CN1C(=O)[C@@H](NC(=O)OC1CCCC1)C(C)(C)C)C(=O)NS(=O)(=O)C1CC1. The target protein sequence is APITAYAQQTRGLLGCIITSLTGRDKNQVEGEVQIVSTAAQTFLATCINGVCWTVYHGAGTRTIASPKGPVIQMYTNVDQDLVGWPAPQGSRSLTPCTCGSSDLYLVTRHADVIPVRRRGDSRGSLLSPRPISYLKGSSGGPLLCPAGHAVGIFRAAVCTRGVAKAVDFIPVENLETTMRSPVFTDNSSPPVVPQSFQVAHLHAPTGSGKSTKVPAAYAAQGYKVLVLNPSVAATLGFGAYMSKAHGIDPNIRTGVRTITTGSPITYSTYGKFLADGGCSGGAYDIIICDECHSTDATSILGIGTVLDQAETAGARLVVLATATPPGSVTVPHPNIEEVALSTTGEIPFYGKAIPLEVIKGGRHLIFCHSKKKCDELAAKLVALGINAVAYYRGLDVSVIPTSGDVVVVATDALMTGYTGDFDSVIDCNTCVTQTVDFSLDPTFTIETITLPQDAVSRTQRRGRTGRGKPGIYRFVAPGERPSGMFDSSVLCECYDAGCA.... The pIC50 is 7.9. (4) The compound is CCC(=O)N[C@H]1CC[C@@H](C(=O)N(C)c2ccc(-c3nc4ccccc4o3)cc2)C1. The target protein (P19096) has sequence MEEVVIAGMSGKLPESENLQEFWANLIGGVDMVTDDDRRWKAGLYGLPKRSGKLKDLSKFDASFFGVHPKQAHTMDPQLRLLLEVSYEAIVDGGINPASLRGTNTGVWVGVSGSEASEALSRDPETLLGYSMVGCQRAMMANRLSFFFDFKGPSIALDTACSSSLLALQNAYQAIRSGECPAALVGGINLLLKPNTSVQFMKLGMLSPDGTCRSFDDSGSGYCRSEAVVAVLLTKKSLARRVYATILNAGTNTDGSKEQGVTFPSGEVQEQLICSLYQPAGLAPESLEYIEAHGTGTKVGDPQELNGITRSLCAFRQAPLLIGSTKSNMGHPEPASGLAALTKVLLSLEHGVWAPNLHFHNPNPEIPALLDGRLQVVDRPLPVRGGNVGINSFGFGGSNVHVILQPNTRQAPAPTAHAALPHLLHASGRTLEAVQDLLEQGRQHSQDLAFVSMLNDIAATPTAAMPFRGYTVLGVEGRVQEVQQVSTNKRPLWFICSGMG.... The pIC50 is 6.2. (5) The drug is CC(C)(C)n1ncc(OCc2cccc(OCCF)c2)c(Cl)c1=O. The target protein (P25708) has sequence MLAARRLLGGSLPARVSVRFSGDTTAPKKTSFGSLKDEDRIFTNLYGRHDWRLKGAQSRGDWYKTKEILLKGPDWILGEVKTSGLRGRGGAGFPTGLKWSFMNKPSDGRPKYLVVNADEGEPGTCKDREIIRHDPHKLVEGCLVGGRAMGARAAYIYIRGEFYNEASNLQVAIREAYEAGLIGKNACGSGYDFDVFVVRGAGAYICGEETALIESIEGKQGKPRLKPPFPADVGVFGCPTTVANVETVAVSPTICRRGGAWFASFGRERNSGTKLFNISGHVNNPCTVEEEMSVPLKELIEKHAGGVTGGWDNLLAVIPGGSSTPLIPKSVCETVLMDFDALIQAQTGLGTAAVIVMDRSTDIVKAIARLIEFYKHESCGQCTPCREGVDWMNKVMARFVRGDARPAEIDSLWEISKQIEGHTICALGDGAAWPVQGLIRHFRPELEERMQQFAQQHQARQAAF. The pIC50 is 6.0.